Dataset: Forward reaction prediction with 1.9M reactions from USPTO patents (1976-2016). Task: Predict the product of the given reaction. (1) Given the reactants [C:1]([O:4][C:5]1[CH:10]=[CH:9][C:8](Br)=[CH:7][C:6]=1[CH3:12])(=[O:3])[CH3:2].O.C[C:15]([N:17](C)C)=O, predict the reaction product. The product is: [C:1]([O:4][C:5]1[CH:10]=[CH:9][C:8]([C:15]#[N:17])=[CH:7][C:6]=1[CH3:12])(=[O:3])[CH3:2]. (2) Given the reactants [C:1]([C:5]1[CH:6]=[C:7]([OH:18])[CH:8]=[CH:9][C:10]=1[O:11][C:12](=[O:17])[C:13]([CH3:16])([CH3:15])[CH3:14])([CH3:4])([CH3:3])[CH3:2].[H-].[Na+].[CH2:21](Br)[CH:22]=[CH2:23], predict the reaction product. The product is: [C:1]([C:5]1[CH:6]=[C:7]([O:18][CH2:23][CH:22]=[CH2:21])[CH:8]=[CH:9][C:10]=1[O:11][C:12](=[O:17])[C:13]([CH3:16])([CH3:15])[CH3:14])([CH3:4])([CH3:2])[CH3:3].